From a dataset of Peptide-MHC class I binding affinity with 185,985 pairs from IEDB/IMGT. Regression. Given a peptide amino acid sequence and an MHC pseudo amino acid sequence, predict their binding affinity value. This is MHC class I binding data. (1) The peptide sequence is DFTLFIKTGH. The MHC is HLA-A03:01 with pseudo-sequence HLA-A03:01. The binding affinity (normalized) is 0.143. (2) The peptide sequence is NIILKANF. The MHC is HLA-A01:01 with pseudo-sequence HLA-A01:01. The binding affinity (normalized) is 0.159. (3) The peptide sequence is VEAQLHVWV. The MHC is Patr-B2401 with pseudo-sequence Patr-B2401. The binding affinity (normalized) is 0.134. (4) The peptide sequence is IKLEPVHGVY. The MHC is HLA-A31:01 with pseudo-sequence HLA-A31:01. The binding affinity (normalized) is 0. (5) The binding affinity (normalized) is 0.0847. The peptide sequence is TVNVILRPK. The MHC is HLA-B58:01 with pseudo-sequence HLA-B58:01.